This data is from Forward reaction prediction with 1.9M reactions from USPTO patents (1976-2016). The task is: Predict the product of the given reaction. (1) The product is: [C:32]([O:31][C:29]([N:18]1[CH2:17][CH2:16][N:15]([C:6]2[NH:7][C:8]3[C:13](=[O:14])[NH:12][CH:11]=[N:10][C:9]=3[CH:5]=2)[CH2:20][CH2:19]1)=[O:30])([CH3:35])([CH3:34])[CH3:33]. Given the reactants COC([C:5]1[C:9]2[N:10]=[CH:11][NH:12][C:13](=[O:14])[C:8]=2[NH:7][C:6]=1[N:15]1[CH2:20][CH2:19][NH:18][CH2:17][CH2:16]1)=O.[OH-].[K+].O1CCOCC1.[C:29](O[C:29]([O:31][C:32]([CH3:35])([CH3:34])[CH3:33])=[O:30])([O:31][C:32]([CH3:35])([CH3:34])[CH3:33])=[O:30], predict the reaction product. (2) Given the reactants [CH2:1]([NH:3][C:4](=[O:24])[NH:5][C:6]1[N:11]=[CH:10][C:9](B(O)O)=[C:8]([C:15]2[S:16][CH:17]=[C:18]([C:20]([F:23])([F:22])[F:21])[N:19]=2)[CH:7]=1)[CH3:2].[CH2:25]([N:27]1[C:36]2[C:31](=[CH:32][CH:33]=[C:34](I)[CH:35]=2)[C:30](=[O:38])[C:29]([C:39]([O:41][CH2:42][CH3:43])=[O:40])=[CH:28]1)[CH3:26].C(=O)([O-])[O-].[K+].[K+].C(OCC)(=O)C, predict the reaction product. The product is: [CH2:25]([N:27]1[C:36]2[C:31](=[CH:32][CH:33]=[C:34]([C:9]3[CH:10]=[N:11][C:6]([NH:5][C:4]([NH:3][CH2:1][CH3:2])=[O:24])=[CH:7][C:8]=3[C:15]3[S:16][CH:17]=[C:18]([C:20]([F:23])([F:22])[F:21])[N:19]=3)[CH:35]=2)[C:30](=[O:38])[C:29]([C:39]([O:41][CH2:42][CH3:43])=[O:40])=[CH:28]1)[CH3:26]. (3) Given the reactants C(OC(=O)[NH:7][CH2:8][CH:9]1[CH2:14][CH2:13][CH:12]([OH:15])[CH2:11][CH2:10]1)(C)(C)C.[F:17][C:18]([F:23])([F:22])[C:19]([OH:21])=[O:20], predict the reaction product. The product is: [OH:21][C:19]([C:18]([F:23])([F:22])[F:17])=[O:20].[NH2:7][CH2:8][CH:9]1[CH2:14][CH2:13][CH:12]([OH:15])[CH2:11][CH2:10]1.